This data is from Reaction yield outcomes from USPTO patents with 853,638 reactions. The task is: Predict the reaction yield, written as a fraction of the theoretical maximum amount of product (1.0 means a 100% yield; for example, 0.34 means a 34% yield). (1) The catalyst is [Pd].CO. The product is [OH:8][NH:9][C:10](=[O:42])[C@@:11]([CH3:41])([N:16]([CH3:40])[C:17]([C:19]1[CH:20]=[CH:21][C:22]([C:25]2[CH:30]=[CH:29][C:28]([O:31][CH2:32][CH2:33][N:34]3[CH2:35][CH2:36][O:37][CH2:38][CH2:39]3)=[CH:27][CH:26]=2)=[CH:23][CH:24]=1)=[O:18])[C:12]([NH:14][CH3:15])=[O:13]. The yield is 0.350. The reactants are C([O:8][NH:9][C:10](=[O:42])[C@@:11]([CH3:41])([N:16]([CH3:40])[C:17]([C:19]1[CH:24]=[CH:23][C:22]([C:25]2[CH:30]=[CH:29][C:28]([O:31][CH2:32][CH2:33][N:34]3[CH2:39][CH2:38][O:37][CH2:36][CH2:35]3)=[CH:27][CH:26]=2)=[CH:21][CH:20]=1)=[O:18])[C:12]([NH:14][CH3:15])=[O:13])C1C=CC=CC=1.[H][H]. (2) The reactants are Br[C:2]1[CH:7]=[C:6]([C:8]([F:11])([F:10])[F:9])[C:5]2[CH2:12][O:13][C@@H:14]3[C@H:18]([C:4]=2[CH:3]=1)[CH2:17][N:16]([C:19]([O:21][C:22]([CH3:25])([CH3:24])[CH3:23])=[O:20])[CH2:15]3.[CH3:26]B1OB(C)OB(C)O1.C(=O)([O-])[O-].[K+].[K+].O. The catalyst is O1CCOCC1.C1C=CC([P]([Pd]([P](C2C=CC=CC=2)(C2C=CC=CC=2)C2C=CC=CC=2)([P](C2C=CC=CC=2)(C2C=CC=CC=2)C2C=CC=CC=2)[P](C2C=CC=CC=2)(C2C=CC=CC=2)C2C=CC=CC=2)(C2C=CC=CC=2)C2C=CC=CC=2)=CC=1. The product is [CH3:26][C:2]1[CH:7]=[C:6]([C:8]([F:9])([F:10])[F:11])[C:5]2[CH2:12][O:13][C@@H:14]3[C@H:18]([C:4]=2[CH:3]=1)[CH2:17][N:16]([C:19]([O:21][C:22]([CH3:24])([CH3:23])[CH3:25])=[O:20])[CH2:15]3. The yield is 0.980. (3) The reactants are [F:1][C:2]1[CH:24]=[CH:23][C:5]([O:6][C:7]2[CH:8]=[C:9]3[C:13](=[CH:14][C:15]=2[C:16]([NH2:18])=[O:17])[N:12]([CH2:19][CH:20]([CH3:22])[CH3:21])[N:11]=[CH:10]3)=[CH:4][CH:3]=1.C(N1C=CN=C1)(N1C=CN=C1)=O.[N:37]1([CH2:42][CH2:43]N)[CH2:41][CH2:40][CH2:39][CH2:38]1. The catalyst is C1COCC1. The product is [N:37]1([CH2:42][CH2:43][NH:18][C:16]([C:15]2[CH:14]=[C:13]3[C:9]([CH:10]=[N:11][N:12]3[CH2:19][CH:20]([CH3:22])[CH3:21])=[CH:8][C:7]=2[O:6][C:5]2[CH:23]=[CH:24][C:2]([F:1])=[CH:3][CH:4]=2)=[O:17])[CH2:41][CH2:40][CH2:39][CH2:38]1. The yield is 0.630. (4) The reactants are Cl[C:2]1[CH:9]=[CH:8][C:5]([C:6]#[N:7])=[C:4]([O:10][CH2:11][CH2:12]C)[N:3]=1.[B:14]1([OH:24])[C:18]2[CH:19]=[CH:20][C:21]([OH:23])=[CH:22][C:17]=2[CH2:16][O:15]1.[C:25](=O)([O-])[O-].[K+].[K+]. The catalyst is CN(C=O)C. The product is [OH:24][B:14]1[C:18]2[CH:19]=[CH:20][C:21]([O:23][C:2]3[CH:9]=[CH:8][C:5]([C:6]#[N:7])=[C:4]([O:10][CH:11]([CH3:12])[CH3:25])[N:3]=3)=[CH:22][C:17]=2[CH2:16][O:15]1. The yield is 0.260. (5) The reactants are C(OC(=O)[NH:7][C:8]1[C:9]2[N:10]([N:16]=[CH:17][CH:18]=2)[C:11]([C:14]#[N:15])=[CH:12][CH:13]=1)(C)(C)C.C(O)(C(F)(F)F)=O. The catalyst is C(Cl)Cl. The product is [NH2:7][C:8]1[C:9]2[N:10]([N:16]=[CH:17][CH:18]=2)[C:11]([C:14]#[N:15])=[CH:12][CH:13]=1. The yield is 0.580.